This data is from Full USPTO retrosynthesis dataset with 1.9M reactions from patents (1976-2016). The task is: Predict the reactants needed to synthesize the given product. (1) Given the product [OH:46][CH:2]([CH2:3][OH:32])[CH2:1][N:4]1[C:13]2[C:8](=[CH:9][CH:10]=[CH:11][N:12]=2)[C:7]([OH:14])=[C:6]([C:15]2[NH:20][C:19]3[CH:21]=[CH:22][CH:23]=[CH:24][C:18]=3[S:17](=[O:25])(=[O:26])[N:16]=2)[C:5]1=[O:27], predict the reactants needed to synthesize it. The reactants are: [CH2:1]([N:4]1[C:13]2[C:8](=[CH:9][CH:10]=[CH:11][N:12]=2)[C:7]([OH:14])=[C:6]([C:15]2[NH:20][C:19]3[CH:21]=[CH:22][CH:23]=[CH:24][C:18]=3[S:17](=[O:26])(=[O:25])[N:16]=2)[C:5]1=[O:27])[CH:2]=[CH2:3].C[N+]1([O-])CC[O:32]CC1.C1COCC1.S(=O)(O)[O-].[Na+].[OH2:46]. (2) Given the product [NH2:5][CH2:4][CH:3]([N:2]([CH3:42])[C:38]([C:35]1[S:36][CH:37]=[C:33]([C:32]2[N:28]([CH3:27])[N:29]=[CH:30][CH:31]=2)[CH:34]=1)=[O:40])[CH2:16][C:17]1[CH:18]=[CH:19][CH:20]=[CH:21][CH:22]=1, predict the reactants needed to synthesize it. The reactants are: Cl.[NH2:2][C@@H:3]([CH2:16][C:17]1[CH:22]=[CH:21][CH:20]=[CH:19][C:18]=1C(F)(F)F)[CH2:4][N:5]1C(=O)C2C(=CC=CC=2)C1=O.[CH3:27][N:28]1[C:32]([C:33]2[CH:34]=[C:35]([C:38]([OH:40])=O)[S:36][CH:37]=2)=[CH:31][CH:30]=[N:29]1.Br[C:42]1C=C(C(O)=O)SC=1C1N(C)N=CC=1. (3) Given the product [NH2:2][CH2:1][CH:3]([N:21]([CH3:29])[C:22]([CH:24]1[CH2:28][CH2:27][CH2:26][O:25]1)=[O:23])[C:4]1[N:5]=[C:6]([NH:9][C:10]([NH:12][CH2:13][C:14]2[CH:19]=[CH:18][CH:17]=[C:16]([F:20])[CH:15]=2)=[O:11])[S:7][CH:8]=1, predict the reactants needed to synthesize it. The reactants are: [C:1]([CH:3]([N:21]([CH3:29])[C:22]([CH:24]1[CH2:28][CH2:27][CH2:26][O:25]1)=[O:23])[C:4]1[N:5]=[C:6]([NH:9][C:10]([NH:12][CH2:13][C:14]2[CH:19]=[CH:18][CH:17]=[C:16]([F:20])[CH:15]=2)=[O:11])[S:7][CH:8]=1)#[N:2]. (4) Given the product [C:14]([O:18][C:19]([NH:21][C@@H:22]([CH2:26][CH2:27][CH2:28][CH2:29][NH:30][C:31](=[O:48])[C@@H:32]([NH:40][C:41]([O:43][C:44]([CH3:47])([CH3:46])[CH3:45])=[O:42])[CH2:33][S:34][S:35][C:36]([CH3:38])([CH3:39])[CH3:37])[C:23]([O:25][CH2:2][C:1]#[N:4])=[O:24])=[O:20])([CH3:15])([CH3:16])[CH3:17], predict the reactants needed to synthesize it. The reactants are: [CH:1]([N:4](CC)C(C)C)(C)[CH3:2].BrCC#N.[C:14]([O:18][C:19]([NH:21][C@@H:22]([CH2:26][CH2:27][CH2:28][CH2:29][NH:30][C:31](=[O:48])[C@@H:32]([NH:40][C:41]([O:43][C:44]([CH3:47])([CH3:46])[CH3:45])=[O:42])[CH2:33][S:34][S:35][C:36]([CH3:39])([CH3:38])[CH3:37])[C:23]([OH:25])=[O:24])=[O:20])([CH3:17])([CH3:16])[CH3:15]. (5) Given the product [NH2:22][C:7]1[C:6]([F:11])=[C:5]([NH:12][S:13]([CH2:16][CH2:17][CH2:18][F:19])(=[O:15])=[O:14])[CH:4]=[CH:3][C:2]=1[Cl:1], predict the reactants needed to synthesize it. The reactants are: [Cl:1][C:2]1[C:7](C(O)=O)=[C:6]([F:11])[C:5]([NH:12][S:13]([CH2:16][CH2:17][CH2:18][F:19])(=[O:15])=[O:14])=[CH:4][CH:3]=1.C([N:22](CC)CC)C.C1(P(N=[N+]=[N-])(C2C=CC=CC=2)=O)C=CC=CC=1.O.